Task: Binary Classification. Given a miRNA mature sequence and a target amino acid sequence, predict their likelihood of interaction.. Dataset: Experimentally validated miRNA-target interactions with 360,000+ pairs, plus equal number of negative samples (1) The miRNA is hsa-miR-8068 with sequence UGUUUGUUGUAAGGAUCGUUGU. The protein sequence of the target gene is MSGYQRRPGATPLSRARSLAIPDAPAFYERRSCLPQLNCERPHGRDLDSPFFGIRPAFMCYVPSPVLASVGDTDFGYGKGKCSKQSPSGAHGTHFGDDRFEDLEEANPFSFREFLKTKNLGLSKEDPASRIYAKEASRHSLGLDHNSPPSQTGGYGLEYQQPFFEDPTGAGDLLDEEEDEDTGWSGAYLPSAIEQTHPERVPAGTSPCSTYLSFFSTPSELAGPESLPSWALSDTDSRVSPASPAGSPSADFAVHGESLGDRHLRTLQISYDALKDENSKLRRKLNEVQSFSEAQTEMVR.... Result: 1 (interaction). (2) The miRNA is hsa-miR-3129-5p with sequence GCAGUAGUGUAGAGAUUGGUUU. The protein sequence of the target gene is MAVAPRLFGGLCFRFRDQNPEVAVEGRLPISHSCVGCRRERTAMATVAANPAAAAAAVAAAAAVTEDREPQHEELPGLDSQWRQIENGESGRERPLRAGESWFLVEKHWYKQWEAYVQGGDQDSSTFPGCINNATLFQDEINWRLKEGLVEGEDYVLLPAAAWHYLVSWYGLEHGQPPIERKVIELPNIQKVEVYPVELLLVRHNDLGKSHTVQFSHTDSIGLVLRTARERFLVEPQEDTRLWAKNSEGSLDRLYDTHITVLDAALETGQLIIMETRKKDGTWPSAQLHVMNNNMSEEDE.... Result: 0 (no interaction). (3) The miRNA is hsa-miR-20a-5p with sequence UAAAGUGCUUAUAGUGCAGGUAG. The protein sequence of the target gene is MAGLRRPQPGCYCRTAAAVNLLLGVFQVLLPCCRPGGAQGQAIEPLPNVVELWQAEEGELLLPTQGDSEEGLEEPSQEQSFSDKLFSGKGLHFQPSVLDFGIQFLGHPVAKILHAYNPSRDSEVVVNSVFAAAGHFHVPPVPCRVIPAMGKTSFRIIFLPTEEGSIESSLFINTSSYGVLSYHVSGIGTRRISTEGSAKQLPNAYFLLPKVQSIQLSQMQAETTNTSLLQVQLECSLHNKVCQQLKGCYLESDDVLRLQMSIMVTMENFSKEFEENTQHLLDHLSIVYVATDESETSDDS.... Result: 1 (interaction). (4) The miRNA is hsa-miR-376b-3p with sequence AUCAUAGAGGAAAAUCCAUGUU. The protein sequence of the target gene is MGPTRKPNVCSRLSRRALGCFSRDAGVVQRTNLGILRALVCQESTKFKNVWTTHSRSPIAYERGRIYFDNYRRCVSSVASEPRKLYEMPKCSKSEKIEDALLWECPVGDILPNSSDYKSSLIALTAHNWLLRISATTGKILEKIYLAPYCKFRYLSWDTPQEVIAVKSAQNRGSAVARQAGIQQHVLLYLAVFRVLPFSLVGILEINKKIFGNVTDATLSHGILIVMYSSGLVRLYSFQTIAEQFMQQKLDLGCACRWGGTTGTVGEAPFGIPCNIKITDMPPLLFEVSSLENAFQIGGH.... Result: 1 (interaction). (5) The miRNA is dme-miR-92b-3p with sequence AAUUGCACUAGUCCCGGCCUGC. The protein sequence of the target gene is MAADKPADQGAEKHEGAGQSSGVTDQEKELSASALQAFTSGNYDACLQHLACLQDINKDDYKIILNTAVAEFFKNNQTTTDNLRQTLNQLKNQVHSAVEEMDGLDDVENSMLYYNQAVILYHLRQYTEAISVGEKLYQFIEPFEEKFAQAVCFLLVDLYILTHQAEKALHLLAVLEKMISQGSGGKNGKNETGNNSSKDGSNPKAESAALIEAAKSKIHQYKVRGYIQMKSLKACKREIKSVMNTAGNSAPSLFLKSNFEYLRGNYRKAVKLLNSSNIAEHPGFMKTGECLRCMFWNNLG.... Result: 0 (no interaction). (6) The miRNA is hsa-miR-376a-2-5p with sequence GGUAGAUUUUCCUUCUAUGGU. The protein sequence of the target gene is MDEDGLELQQEPNSFFDATGADGTHMDGDQIVVEVQETVFVSDVVDSDITVHNFVPDDPDSVVIQDVIEDVVIEDVQCPDIMEEADVSETVIIPEQVLDSDVTEEVSLAHCTVPDDVLASDITSASMSMPEHVLTGDSIHVSDVGHVGHVGHVEHVVHDSVVEAEIVTDPLTTDVVSEEVLVADCASEAVIDANGIPVDQQDDDKGNCEDYLMISLDDAGKIEHDGSSGMTMDTESEIDPCKVDGTCPEVIKVYIFKADPGEDDLGGTVDIVESEPENDHGVELLDQNSSIRVPREKMVY.... Result: 0 (no interaction). (7) The miRNA is cgr-miR-30a-5p with sequence UGUAAACAUCCUCGACUGGAAGC. The protein sequence of the target gene is MGSRKCGGCLSCLLIPLALWSIIVNILLYFPNGQTSYASSNKLTNYVWYFEGICFSGIMMLIVTTVLLVLENNNNYKCCQSENCSKKYVTLLSIIFSSLGIAFSGYCLVISALGLVQGPYCRTLDGWEYAFEGTAGRFLTDSSIWIQCLEPAHVVEWNIILFSILITLSGLQVIICLIRVVMQLSKILCGSYSVIFQPGII. Result: 0 (no interaction). (8) The protein sequence of the target gene is MGKTNSKLAPEVLEDLVQNTEFSEQELKQWYKGFLKDCPSGILNLEEFQQLYIKFFPYGDASKFAQHAFRTFDKNGDGTIDFREFICALSVTSRGSFEQKLNWAFEMYDLDGDGRITRLEMLEIIEAIYKMVGTVIMMRMNQDGLTPQQRVDKIFKKMDQDKDDQITLEEFKEAAKSDPSIVLLLQCDMQK. The miRNA is hsa-miR-6864-5p with sequence UUGAAGGGACAAGUCAGAUAUGCC. Result: 0 (no interaction). (9) The protein sequence of the target gene is MLGTDRCVVEEWLSEFKALPDTQITSYAATLHRKKTLVPALYKVIQDSNNELLEPVCHQLFELYRSSEVRLKRFTLQFLPELMWVYLRLTVSRDRQSNGCIEALLLGIYNLEIADKDGNNKVLSFTIPSLSKPSIYHEPSTIGSMALTEGALCQHDLIRVVYSDLHPQRETFTAQNRFEVLSFLMLCYNSAIVYMPASSYQSLCRMGSRVCVSGFPRQHEKHWKELCGRIVLDPEFMVQLLTGVYYAMYNGQWDLGQEVLDDIIYRAQLELFSQPLLVANAMKNSLPFDAPDSTQEGQKV.... The miRNA is hsa-miR-744-3p with sequence CUGUUGCCACUAACCUCAACCU. Result: 1 (interaction).